From a dataset of NCI-60 drug combinations with 297,098 pairs across 59 cell lines. Regression. Given two drug SMILES strings and cell line genomic features, predict the synergy score measuring deviation from expected non-interaction effect. (1) Synergy scores: CSS=46.8, Synergy_ZIP=0.0809, Synergy_Bliss=0.792, Synergy_Loewe=1.61, Synergy_HSA=2.55. Cell line: NCIH23. Drug 2: CCCCC(=O)OCC(=O)C1(CC(C2=C(C1)C(=C3C(=C2O)C(=O)C4=C(C3=O)C=CC=C4OC)O)OC5CC(C(C(O5)C)O)NC(=O)C(F)(F)F)O. Drug 1: CC1OCC2C(O1)C(C(C(O2)OC3C4COC(=O)C4C(C5=CC6=C(C=C35)OCO6)C7=CC(=C(C(=C7)OC)O)OC)O)O. (2) Drug 1: C1CCC(CC1)NC(=O)N(CCCl)N=O. Drug 2: CCCCC(=O)OCC(=O)C1(CC(C2=C(C1)C(=C3C(=C2O)C(=O)C4=C(C3=O)C=CC=C4OC)O)OC5CC(C(C(O5)C)O)NC(=O)C(F)(F)F)O. Cell line: PC-3. Synergy scores: CSS=14.1, Synergy_ZIP=-2.28, Synergy_Bliss=2.59, Synergy_Loewe=3.95, Synergy_HSA=2.61. (3) Drug 1: CC1C(C(CC(O1)OC2CC(CC3=C2C(=C4C(=C3O)C(=O)C5=C(C4=O)C(=CC=C5)OC)O)(C(=O)C)O)N)O.Cl. Drug 2: C(CN)CNCCSP(=O)(O)O. Cell line: SN12C. Synergy scores: CSS=22.6, Synergy_ZIP=2.84, Synergy_Bliss=2.48, Synergy_Loewe=-80.8, Synergy_HSA=-0.0763. (4) Drug 1: C1CCC(C1)C(CC#N)N2C=C(C=N2)C3=C4C=CNC4=NC=N3. Drug 2: C1=CC(=CC=C1C#N)C(C2=CC=C(C=C2)C#N)N3C=NC=N3. Cell line: HCT116. Synergy scores: CSS=3.32, Synergy_ZIP=0.350, Synergy_Bliss=-0.981, Synergy_Loewe=-3.30, Synergy_HSA=-3.58. (5) Drug 1: CS(=O)(=O)CCNCC1=CC=C(O1)C2=CC3=C(C=C2)N=CN=C3NC4=CC(=C(C=C4)OCC5=CC(=CC=C5)F)Cl. Drug 2: C1=NC2=C(N1)C(=S)N=CN2. Cell line: UACC62. Synergy scores: CSS=26.1, Synergy_ZIP=-13.8, Synergy_Bliss=-20.5, Synergy_Loewe=-18.1, Synergy_HSA=-16.9. (6) Drug 1: CCC(=C(C1=CC=CC=C1)C2=CC=C(C=C2)OCCN(C)C)C3=CC=CC=C3.C(C(=O)O)C(CC(=O)O)(C(=O)O)O. Drug 2: COC1=C2C(=CC3=C1OC=C3)C=CC(=O)O2. Cell line: OVCAR-4. Synergy scores: CSS=2.98, Synergy_ZIP=5.66, Synergy_Bliss=2.49, Synergy_Loewe=1.47, Synergy_HSA=1.54.